Dataset: Full USPTO retrosynthesis dataset with 1.9M reactions from patents (1976-2016). Task: Predict the reactants needed to synthesize the given product. (1) Given the product [Cl:5][C:6]1[CH:7]=[CH:8][C:9]([C:12]2[N:13]([C:23]3[CH:28]=[CH:27][C:26]([S:29]([CH3:32])(=[O:30])=[O:31])=[CH:25][CH:24]=3)[CH:14]=[C:15]([C:17](=[O:18])[CH3:35])[N:16]=2)=[CH:10][CH:11]=1, predict the reactants needed to synthesize it. The reactants are: C[Li].[Li+].[Br-].[Cl:5][C:6]1[CH:11]=[CH:10][C:9]([C:12]2[N:13]([C:23]3[CH:28]=[CH:27][C:26]([S:29]([CH3:32])(=[O:31])=[O:30])=[CH:25][CH:24]=3)[CH:14]=[C:15]([C:17](N(OC)C)=[O:18])[N:16]=2)=[CH:8][CH:7]=1.C[Li].[C:35](O)(=O)C. (2) Given the product [C:22]([O:21][C:20]([NH:19][CH2:18][C:17]1[CH:16]=[C:15]([C:4]2[N:5]=[C:6]([C:8]3[CH:9]=[C:10]([CH:11]=[CH:12][CH:13]=3)[O:14][CH:31]([CH2:37][CH3:38])[C:32]([O:34][CH2:35][CH3:36])=[O:33])[CH:7]=[C:2]([Cl:1])[CH:3]=2)[CH:29]=[CH:28][CH:27]=1)=[O:26])([CH3:25])([CH3:24])[CH3:23], predict the reactants needed to synthesize it. The reactants are: [Cl:1][C:2]1[CH:7]=[C:6]([C:8]2[CH:13]=[CH:12][CH:11]=[C:10]([OH:14])[CH:9]=2)[N:5]=[C:4]([C:15]2[CH:16]=[C:17]([CH:27]=[CH:28][CH:29]=2)[CH2:18][NH:19][C:20](=[O:26])[O:21][C:22]([CH3:25])([CH3:24])[CH3:23])[CH:3]=1.Br[CH:31]([CH2:37][CH3:38])[C:32]([O:34][CH2:35][CH3:36])=[O:33].C(=O)([O-])[O-].[K+].[K+]. (3) The reactants are: [Br:1][C:2]1[CH:3]=[C:4]([CH:8]=[CH:9][C:10]=1[C:11]([N:13]1[CH2:17][CH:16]=[CH:15][CH2:14]1)=[O:12])[C:5]([OH:7])=O.CN(C(ON1N=NC2C=CC=CC1=2)=[N+](C)C)C.[B-](F)(F)(F)F.C(N(C(C)C)CC)(C)C.[Cl:49][C:50]1[CH:65]=[CH:64][C:53]2[NH:54][C:55]([C@@H:57]([NH2:63])[CH2:58][O:59][CH2:60][C:61]#[CH:62])=[N:56][C:52]=2[CH:51]=1.ClCl. Given the product [Br:1][C:2]1[CH:3]=[C:4]([CH:8]=[CH:9][C:10]=1[C:11]([N:13]1[CH2:17][CH:16]=[CH:15][CH2:14]1)=[O:12])[C:5]([NH:63][C@H:57]([C:55]1[NH:54][C:53]2[CH:64]=[CH:65][C:50]([Cl:49])=[CH:51][C:52]=2[N:56]=1)[CH2:58][O:59][CH2:60][C:61]#[CH:62])=[O:7], predict the reactants needed to synthesize it. (4) Given the product [OH:21][C:2]1[CH:10]=[C:9]([S:11][CH3:12])[CH:8]=[C:7]([NH:13][C:14]2[CH:15]=[C:16]([CH3:20])[CH:17]=[CH:18][CH:19]=2)[C:3]=1[C:4]([NH2:6])=[O:5], predict the reactants needed to synthesize it. The reactants are: Cl[C:2]1[CH:10]=[C:9]([S:11][CH3:12])[CH:8]=[C:7]([NH:13][C:14]2[CH:15]=[C:16]([CH3:20])[CH:17]=[CH:18][CH:19]=2)[C:3]=1[C:4]([NH2:6])=[O:5].[OH2:21].[OH-].[Li+]. (5) The reactants are: [Br:1][C:2]1[C:11]([I:12])=[CH:10][CH:9]=[C:8]2[C:3]=1[CH:4]=[CH:5][C:6]([CH2:13]P(=O)(OCC)OCC)=[CH:7]2.[H-].[Na+].[CH:24]([C:26]1[CH:27]=[C:28]([CH:33]=[CH:34][CH:35]=1)[C:29]([O:31][CH3:32])=[O:30])=O. Given the product [Br:1][C:2]1[C:11]([I:12])=[CH:10][CH:9]=[C:8]2[C:3]=1[CH:4]=[CH:5][C:6](/[CH:13]=[CH:24]/[C:26]1[CH:27]=[C:28]([CH:33]=[CH:34][CH:35]=1)[C:29]([O:31][CH3:32])=[O:30])=[CH:7]2, predict the reactants needed to synthesize it. (6) Given the product [CH3:37][O:36][C:30]1[CH:29]=[C:28]([NH:27][CH:17]([C:18]2[CH:26]=[C:21]3[CH:22]=[CH:23][CH:24]=[CH:25][N:20]3[N:19]=2)[C:16]([C:10]2[C:9]3[C:13](=[CH:14][CH:15]=[C:7]([CH2:6][CH2:5][OH:4])[CH:8]=3)[NH:12][CH:11]=2)=[O:38])[CH:33]=[C:32]([O:34][CH3:35])[CH:31]=1, predict the reactants needed to synthesize it. The reactants are: C([O:4][CH2:5][CH2:6][C:7]1[CH:8]=[C:9]2[C:13](=[CH:14][CH:15]=1)[NH:12][CH:11]=[C:10]2[C:16](=[O:38])[CH:17]([NH:27][C:28]1[CH:33]=[C:32]([O:34][CH3:35])[CH:31]=[C:30]([O:36][CH3:37])[CH:29]=1)[C:18]1[CH:26]=[C:21]2[CH:22]=[CH:23][CH:24]=[CH:25][N:20]2[N:19]=1)(=O)C.C(=O)([O-])[O-].[K+].[K+]. (7) Given the product [OH:1][CH:2]1[CH:9]2[CH2:10][C:5]3([C:12]([O:14][CH3:17])=[O:13])[CH2:6][CH:7]([CH2:11][CH:3]1[CH2:4]3)[CH2:8]2, predict the reactants needed to synthesize it. The reactants are: [OH:1][CH:2]1[CH:9]2[CH2:10][C:5]3([C:12]([OH:14])=[O:13])[CH2:6][CH:7]([CH2:11][CH:3]1[CH2:4]3)[CH2:8]2.Cl.O1CCOC[CH2:17]1. (8) Given the product [CH3:1][O:2][C:3]1[CH:8]=[CH:7][N:6]=[CH:5][C:4]=1[C:9]1[CH:10]=[C:11]2[C:15](=[CH:16][CH:17]=1)[NH:14][N:13]=[C:12]2[NH:26][C:27]1[N:31]([C:32]2[CH:33]=[CH:34][CH:35]=[CH:36][CH:37]=2)[C:30]2[CH:38]=[CH:39][C:40]([CH2:42][OH:43])=[CH:41][C:29]=2[N:28]=1, predict the reactants needed to synthesize it. The reactants are: [CH3:1][O:2][C:3]1[CH:8]=[CH:7][N:6]=[CH:5][C:4]=1[C:9]1[CH:10]=[C:11]2[C:15](=[CH:16][CH:17]=1)[N:14](COCC[Si](C)(C)C)[N:13]=[C:12]2[NH:26][C:27]1[N:31]([C:32]2[CH:37]=[CH:36][CH:35]=[CH:34][CH:33]=2)[C:30]2[CH:38]=[CH:39][C:40]([CH2:42][OH:43])=[CH:41][C:29]=2[N:28]=1.Cl. (9) Given the product [N:20]1[CH:25]=[CH:24][CH:23]=[CH:22][C:21]=1[C:26]1[N:28]=[C:10]([OH:9])[CH:11]=[CH:12][N:27]=1, predict the reactants needed to synthesize it. The reactants are: CC(C)([O-])C.[K+].C([O:9][C:10](=O)[CH2:11][C:12](C1OC=CC=1)=O)C.[N:20]1[CH:25]=[CH:24][CH:23]=[CH:22][C:21]=1[C:26]([NH2:28])=[NH:27]. (10) The reactants are: C([Si]([O:8][C:9]1[CH:14]=[CH:13][C:12]([CH2:15][CH2:16][C:17]([CH3:36])=[CH:18][C:19]2[CH:24]=[CH:23][C:22]([O:25][Si](C(C)(C)C)(C)C)=[C:21]([O:33][CH2:34][CH3:35])[CH:20]=2)=[CH:11][CH:10]=1)(C)C)(C)(C)C.[N+](CCCC)(CCCC)(CCCC)CCCC.[F-].O. Given the product [CH2:34]([O:33][C:21]1[CH:20]=[C:19]([CH:18]=[C:17]([CH3:36])[CH2:16][CH2:15][C:12]2[CH:11]=[CH:10][C:9]([OH:8])=[CH:14][CH:13]=2)[CH:24]=[CH:23][C:22]=1[OH:25])[CH3:35], predict the reactants needed to synthesize it.